The task is: Predict the reaction yield, written as a fraction of the theoretical maximum amount of product (1.0 means a 100% yield; for example, 0.34 means a 34% yield).. This data is from Reaction yield outcomes from USPTO patents with 853,638 reactions. (1) The yield is 0.920. The reactants are [CH2:1]([O:3][C:4]([CH:6]([NH:15][C@H:16]([C:18]([OH:20])=O)[CH3:17])[CH2:7][CH2:8][C:9]1[CH:14]=[CH:13][CH:12]=[CH:11][CH:10]=1)=[O:5])[CH3:2].[NH:21]1[C@@H:29]2[C@H:24]([CH2:25][CH2:26][CH2:27][CH2:28]2)[CH2:23][C@H:22]1[C:30]([OH:32])=[O:31].F[P-](F)(F)(F)(F)F.N1(OC(N(C)C)=[N+](C)C)C2C=CC=CC=2N=N1.[Na+].[Cl-]. The catalyst is C(#N)C.CN(C=O)C.C(N(CC)CC)C. The product is [CH3:2][CH2:1][O:3][C:4]([C@@H:6]([NH:15][C@H:16]([C:18]([N:21]1[C@H:22]([C:30]([OH:32])=[O:31])[CH2:23][C@@H:24]2[C@@H:29]1[CH2:28][CH2:27][CH2:26][CH2:25]2)=[O:20])[CH3:17])[CH2:7][CH2:8][C:9]1[CH:10]=[CH:11][CH:12]=[CH:13][CH:14]=1)=[O:5]. (2) The reactants are [OH-].[Na+].[Br:3]Br.[N:5]1[CH:10]=[CH:9][CH:8]=[C:7]([C:11]2[CH:20]=[CH:19][C:18]3[N:17]=[CH:16][C:15]4[NH:21][N:22]=[CH:23][C:14]=4[C:13]=3[CH:12]=2)[CH:6]=1.Cl. The catalyst is C(Cl)Cl.O. The product is [Br:3][C:23]1[C:14]2[C:13]3[CH:12]=[C:11]([C:7]4[CH:6]=[N:5][CH:10]=[CH:9][CH:8]=4)[CH:20]=[CH:19][C:18]=3[N:17]=[CH:16][C:15]=2[NH:21][N:22]=1. The yield is 0.600. (3) The reactants are [C:1]([O:5][C:6]([N:8]([CH3:32])[CH:9]1[CH2:14][CH2:13][CH:12]([O:15][C:16]2[C:27]3[C:26]4[C@@H:25]([CH2:28][C:29]([OH:31])=O)[CH2:24][CH2:23][C:22]=4[S:21][C:20]=3[N:19]=[CH:18][N:17]=2)[CH2:11][CH2:10]1)=[O:7])([CH3:4])([CH3:3])[CH3:2].C1C=CC2N(O)N=[N:39]C=2C=1.CCN=C=NCCCN(C)C.[NH4+].[Cl-]. The catalyst is CN(C=O)C.CN(C)C1C=CN=CC=1.O. The product is [C:29]([CH2:28][C@H:25]1[CH2:24][CH2:23][C:22]2[S:21][C:20]3[N:19]=[CH:18][N:17]=[C:16]([O:15][CH:12]4[CH2:13][CH2:14][CH:9]([N:8]([CH3:32])[C:6](=[O:7])[O:5][C:1]([CH3:4])([CH3:3])[CH3:2])[CH2:10][CH2:11]4)[C:27]=3[C:26]1=2)(=[O:31])[NH2:39]. The yield is 0.800. (4) The reactants are C(=O)([O-])[O-].[K+].[K+].[Na+].[I-].Br[CH2:10][CH2:11][CH2:12][O:13][C:14]1[CH:15]=[C:16]([Br:20])[CH:17]=[CH:18][CH:19]=1.[Cl:21][C:22]1[C:43]([C:44]([F:47])([F:46])[F:45])=[CH:42][CH:41]=[CH:40][C:23]=1[CH2:24][NH:25][CH2:26][CH:27]([C:34]1[CH:39]=[CH:38][CH:37]=[CH:36][CH:35]=1)[C:28]1[CH:33]=[CH:32][CH:31]=[CH:30][CH:29]=1. The catalyst is C(#N)C. The product is [Cl:21][C:22]1[C:43]([C:44]([F:45])([F:46])[F:47])=[CH:42][CH:41]=[CH:40][C:23]=1[CH2:24][N:25]([CH2:26][CH:27]([C:34]1[CH:39]=[CH:38][CH:37]=[CH:36][CH:35]=1)[C:28]1[CH:33]=[CH:32][CH:31]=[CH:30][CH:29]=1)[CH2:10][CH2:11][CH2:12][O:13][C:14]1[CH:15]=[C:16]([Br:20])[CH:17]=[CH:18][CH:19]=1. The yield is 0.290. (5) The reactants are [CH3:1][O:2][C:3](=[O:20])[C:4]1[C:9]([OH:10])=[C:8]([O:11][CH2:12][C:13]2[CH:18]=[CH:17][CH:16]=[CH:15][CH:14]=2)[C:7]([CH3:19])=[N:6][CH:5]=1.[C:21](OC(=O)C)(=[O:23])[CH3:22]. No catalyst specified. The product is [CH3:1][O:2][C:3](=[O:20])[C:4]1[C:9]([O:10][C:21](=[O:23])[CH3:22])=[C:8]([O:11][CH2:12][C:13]2[CH:18]=[CH:17][CH:16]=[CH:15][CH:14]=2)[C:7]([CH3:19])=[N:6][CH:5]=1. The yield is 0.900. (6) The reactants are CN(C)C=O.[C:6](Cl)(=[O:10])[C:7](Cl)=O.[F:12][C:13]1[C:18]([C:19]2[N:20]([Si](C(C)C)(C(C)C)C(C)C)[CH:21]=C[C:23]=2[F:24])=[CH:17][CH:16]=[CH:15][N:14]=1.[OH-].[Na+]. The catalyst is ClCCl. The product is [F:24][C:23]1[C:7]([CH:6]=[O:10])=[CH:21][NH:20][C:19]=1[C:18]1[C:13]([F:12])=[N:14][CH:15]=[CH:16][CH:17]=1. The yield is 0.780.